Dataset: Reaction yield outcomes from USPTO patents with 853,638 reactions. Task: Predict the reaction yield, written as a fraction of the theoretical maximum amount of product (1.0 means a 100% yield; for example, 0.34 means a 34% yield). (1) The reactants are [Br:1][C:2]1[C:3]([OH:16])=[C:4]2[C:9](=[CH:10][CH:11]=1)[N:8]([C:12](=[O:14])[CH3:13])[C@@H:7]([CH3:15])[CH2:6][CH2:5]2.CN(C)C=O.F[C:23]1[CH:28]=[CH:27][C:26]([N+:29]([O-:31])=[O:30])=[CH:25][C:24]=1[F:32].C(=O)([O-])[O-].[Cs+].[Cs+]. The catalyst is ClCCl. The product is [Br:1][C:2]1[C:3]([O:16][C:23]2[CH:28]=[CH:27][C:26]([N+:29]([O-:31])=[O:30])=[CH:25][C:24]=2[F:32])=[C:4]2[C:9](=[CH:10][CH:11]=1)[N:8]([C:12](=[O:14])[CH3:13])[C@@H:7]([CH3:15])[CH2:6][CH2:5]2. The yield is 0.860. (2) The reactants are [CH3:1][O:2][C:3]1[CH:8]=[C:7]([CH:9]=[O:10])[CH:6]=[CH:5][C:4]=1[C:11]1[CH:16]=[CH:15][CH:14]=[C:13]([CH3:17])[CH:12]=1.[C:18]1([Mg]Br)[CH:23]=[CH:22][CH:21]=[CH:20][CH:19]=1. The catalyst is C1COCC1. The product is [CH3:1][O:2][C:3]1[CH:8]=[C:7]([CH:9]([C:18]2[CH:23]=[CH:22][CH:21]=[CH:20][CH:19]=2)[OH:10])[CH:6]=[CH:5][C:4]=1[C:11]1[CH:16]=[CH:15][CH:14]=[C:13]([CH3:17])[CH:12]=1. The yield is 0.780.